Dataset: Peptide-MHC class II binding affinity with 134,281 pairs from IEDB. Task: Regression. Given a peptide amino acid sequence and an MHC pseudo amino acid sequence, predict their binding affinity value. This is MHC class II binding data. (1) The peptide sequence is DMLKLFEFNKKAIET. The MHC is DRB1_1501 with pseudo-sequence DRB1_1501. The binding affinity (normalized) is 0.202. (2) The peptide sequence is GELQDVDKIDAAFKI. The MHC is DRB1_0101 with pseudo-sequence DRB1_0101. The binding affinity (normalized) is 0.302.